From a dataset of Full USPTO retrosynthesis dataset with 1.9M reactions from patents (1976-2016). Predict the reactants needed to synthesize the given product. (1) The reactants are: [F:1][C:2]1[CH:11]=[CH:10][C:9]2[N:8]=[CH:7][C:6](=[O:12])[N:5]3[CH2:13][CH:14]([CH2:15][N:16]4[CH2:21][CH2:20][CH:19]([NH:22][CH2:23][C:24]5[N:40]=[CH:39][C:27]6[O:28][CH2:29][CH2:30][N:31](C(OC(C)(C)C)=O)[C:26]=6[CH:25]=5)[CH2:18][CH2:17]4)[C:3]=1[C:4]=23.[ClH:41]. Given the product [ClH:41].[ClH:41].[NH:31]1[CH2:30][CH2:29][O:28][C:27]2[CH:39]=[N:40][C:24]([CH2:23][NH:22][CH:19]3[CH2:18][CH2:17][N:16]([CH2:15][CH:14]4[C:3]5[C:4]6[N:5]([C:6](=[O:12])[CH:7]=[N:8][C:9]=6[CH:10]=[CH:11][C:2]=5[F:1])[CH2:13]4)[CH2:21][CH2:20]3)=[CH:25][C:26]1=2, predict the reactants needed to synthesize it. (2) Given the product [Cl:11][C:8]1[CH:9]=[CH:10][C:5]2[N:6]([C:2]([CH:27]([C:26]3[C:17]([F:16])=[C:18]4[C:23](=[CH:24][C:25]=3[F:29])[N:22]=[CH:21][CH:20]=[CH:19]4)[OH:28])=[CH:3][N:4]=2)[N:7]=1, predict the reactants needed to synthesize it. The reactants are: Br[C:2]1[N:6]2[N:7]=[C:8]([Cl:11])[CH:9]=[CH:10][C:5]2=[N:4][CH:3]=1.CC[Mg+].[Br-].[F:16][C:17]1[C:26]([CH:27]=[O:28])=[C:25]([F:29])[CH:24]=[C:23]2[C:18]=1[CH:19]=[CH:20][CH:21]=[N:22]2. (3) The reactants are: C([Mg]Cl)(C)C.[NH:6]1[C:14]2[CH:13]=[CH:12][N:11]=[CH:10][C:9]=2[CH:8]=[CH:7]1.[CH2:15]([O:17][C:18](=[O:32])[C:19](=[CH:25][C:26]1[CH:31]=[CH:30][CH:29]=[CH:28][CH:27]=1)[C:20]([O:22][CH2:23][CH3:24])=[O:21])[CH3:16]. Given the product [CH2:23]([O:22][C:20](=[O:21])[CH:19]([CH:25]([C:26]1[CH:27]=[CH:28][CH:29]=[CH:30][CH:31]=1)[C:8]1[C:9]2[CH:10]=[N:11][CH:12]=[CH:13][C:14]=2[NH:6][CH:7]=1)[C:18]([O:17][CH2:15][CH3:16])=[O:32])[CH3:24], predict the reactants needed to synthesize it.